Dataset: Experimentally validated miRNA-target interactions with 360,000+ pairs, plus equal number of negative samples. Task: Binary Classification. Given a miRNA mature sequence and a target amino acid sequence, predict their likelihood of interaction. (1) The miRNA is hsa-miR-149-3p with sequence AGGGAGGGACGGGGGCUGUGC. The protein sequence of the target gene is MTARFRLPAGRTYNVRASELARDRQHTEVVCNILLLDNTVQAFRVNKHDQGQVLLDIVFKHLDLTERDYFGLQLADDSTDNPRWLDPNKPIRKQLKRGSPYNLNFRVKFFVSDPNKLQEEYTRYQYFLQIKQDILTGRLSCPCNTAALLASFAVQSELGDYNQSENLAGYLSDYSFIPNQPQDFEKEIAKLHQQHVGLSPAEAEFNYLNAARTLELYGVEFHYARDQSNNEILIGVMSGGILIYKNRVRMNTFLWLKIVKISFKCKQFFIQLRKELHESRETLLGFNMVNYRACKTLWKA.... Result: 0 (no interaction). (2) Result: 1 (interaction). The miRNA is mmu-miR-759 with sequence GCAGAGUGCAAACAAUUUUGAC. The protein sequence of the target gene is MAPAGHILTLLLWGHLLELWTPGHSANPSYPRLRLSHKELLELNRTSIFQSPLGFLDLHTMLLDEYQERLFVGGRDLVYSLNLERVSDGYREIYWPSTAVKVEECIMKGKDANECANYIRVLHHYNRTHLLTCATGAFDPHCAFIRVGHHSEEPLFHLESHRSERGRGRCPFDPNSSFVSTLVGNELFAGLYSDYWGRDSAIFRSMGKLGHIRTEHDDERLLKEPKFVGSYMIPDNEDRDDNKMYFFFTEKALEAENNAHTIYTRVGRLCVNDMGGQRILVNKWSTFLKARLVCSVPGMN....